Dataset: Full USPTO retrosynthesis dataset with 1.9M reactions from patents (1976-2016). Task: Predict the reactants needed to synthesize the given product. Given the product [C:17]([NH:20][NH:21][C:14]([C@@H:9]1[CH2:10][CH2:11][CH2:12][CH2:13][N:8]1[C:6]([O:5][C:1]([CH3:2])([CH3:3])[CH3:4])=[O:7])=[O:16])(=[O:19])[CH3:18], predict the reactants needed to synthesize it. The reactants are: [C:1]([O:5][C:6]([N:8]1[CH2:13][CH2:12][CH2:11][CH2:10][C@H:9]1[C:14]([OH:16])=O)=[O:7])([CH3:4])([CH3:3])[CH3:2].[C:17]([NH:20][NH2:21])(=[O:19])[CH3:18].CCN(C(C)C)C(C)C.C(P1(=O)OP(CCC)(=O)OP(CCC)(=O)O1)CC.